This data is from Full USPTO retrosynthesis dataset with 1.9M reactions from patents (1976-2016). The task is: Predict the reactants needed to synthesize the given product. (1) The reactants are: [CH3:1][C:2]1([C:7]2[O:11][N:10]=[C:9]([C:12](OCC)=[O:13])[CH:8]=2)[O:6][CH2:5][CH2:4][O:3]1.CCO.C1COCC1. Given the product [CH3:1][C:2]1([C:7]2[O:11][N:10]=[C:9]([CH2:12][OH:13])[CH:8]=2)[O:6][CH2:5][CH2:4][O:3]1, predict the reactants needed to synthesize it. (2) Given the product [Cl-:40].[NH2:39][C:37]1[C:36]([Cl:40])=[CH:35][C:34]2[N+:28]3[C:27]4[CH:42]=[C:23]([CH3:22])[CH:24]=[CH:25][C:26]=4[S:30][C:29]=3[CH:31]=[CH:32][C:33]=2[CH:38]=1, predict the reactants needed to synthesize it. The reactants are: [Cl-].NC1C=CC2N3C4C=CC=CC=4[N+](CC)=C3C=CC=2C=1.[CH3:22][C:23]1[CH:24]=[CH:25][C:26]2[S:30][C:29](/[CH:31]=[CH:32]/[C:33]3[CH:38]=[C:37]([NH2:39])[C:36]([Cl:40])=[CH:35][C:34]=3Cl)=[N:28][C:27]=2[CH:42]=1. (3) Given the product [CH3:11][N:9]1[C:10]2[C:6](=[CH:5][C:4]3[C:12](=[O:17])[CH2:13][CH2:14][CH2:15][O:16][C:3]=3[CH:2]=2)[CH:7]=[CH:8]1, predict the reactants needed to synthesize it. The reactants are: I[C:2]1[C:3]2[O:16][CH2:15][CH2:14][CH2:13][C:12](=[O:17])[C:4]=2[CH:5]=[C:6]2[C:10]=1[N:9]([CH3:11])[CH:8]=[CH:7]2. (4) Given the product [CH2:34]([O:33][C:31]1[C:30](=[O:36])[NH:29][CH:28]=[C:27]([C:24]2[CH:25]=[CH:26][C:21]([CH2:20][C:19]([NH:18][C:15]3[CH:16]=[CH:17][C:12]([O:11][CH2:10][CH2:9][OH:8])=[C:13]([C:49]([F:52])([F:50])[F:51])[CH:14]=3)=[O:48])=[C:22]([F:47])[C:23]=2[F:46])[CH:32]=1)[CH3:35], predict the reactants needed to synthesize it. The reactants are: C([O:8][CH2:9][CH2:10][O:11][C:12]1[CH:17]=[CH:16][C:15]([NH:18][C:19](=[O:48])[CH2:20][C:21]2[CH:26]=[CH:25][C:24]([C:27]3[CH:28]=[N:29][C:30]([O:36]CC4C=CC(OC)=CC=4)=[C:31]([O:33][CH2:34][CH3:35])[CH:32]=3)=[C:23]([F:46])[C:22]=2[F:47])=[CH:14][C:13]=1[C:49]([F:52])([F:51])[F:50])C1C=CC=CC=1. (5) Given the product [OH:16][CH:15]([CH2:14][CH2:13][N:8]1[C:9](=[O:12])[CH:10]=[N:11][C:6]2[CH:5]=[CH:4][C:3]([O:2][CH3:1])=[N:18][C:7]1=2)[CH2:17][N:19]1[CH2:20][CH2:21][CH:22]([NH:25][C:26](=[O:32])[O:27][C:28]([CH3:30])([CH3:29])[CH3:31])[CH2:23][CH2:24]1, predict the reactants needed to synthesize it. The reactants are: [CH3:1][O:2][C:3]1[CH:4]=[CH:5][C:6]2[N:11]=[CH:10][C:9](=[O:12])[N:8]([CH2:13][CH2:14][CH:15]3[CH2:17][O:16]3)[C:7]=2[N:18]=1.[NH:19]1[CH2:24][CH2:23][CH:22]([NH:25][C:26](=[O:32])[O:27][C:28]([CH3:31])([CH3:30])[CH3:29])[CH2:21][CH2:20]1. (6) Given the product [F:1][C:2]1[CH:3]=[C:4]2[C:8](=[CH:9][CH:10]=1)[NH:7][C:6](=[O:11])/[C:5]/2=[CH:12]\[C:13]1[NH:17][C:16]([CH3:18])=[C:15]([C:19]([O:21][N:40]2[C:41]3=[N:46][CH:45]=[CH:44][CH:43]=[C:42]3[N:47]=[N:48]2)=[O:20])[C:14]=1[CH3:22], predict the reactants needed to synthesize it. The reactants are: [F:1][C:2]1[CH:3]=[C:4]2[C:8](=[CH:9][CH:10]=1)[NH:7][C:6](=[O:11])/[C:5]/2=[CH:12]\[C:13]1[NH:17][C:16]([CH3:18])=[C:15]([C:19]([OH:21])=[O:20])[C:14]=1[CH3:22].CCN(C(C)C)C(C)C.CN(C(O[N:40]1[N:48]=[N:47][C:42]2[CH:43]=[CH:44][CH:45]=[N:46][C:41]1=2)=[N+](C)C)C.F[P-](F)(F)(F)(F)F. (7) Given the product [Br:1][C:2]1[CH:10]=[CH:9][CH:8]=[C:7]2[C:3]=1[CH2:4][CH2:5][CH2:6]2, predict the reactants needed to synthesize it. The reactants are: [Br:1][C:2]1[CH:10]=[CH:9][CH:8]=[C:7]2[C:3]=1[CH2:4][CH2:5][C:6]2=O.[BH4-].[Na+].[OH-].[Na+]. (8) Given the product [O:1]1[CH:5]=[CH:4][C:3]([N:6]([CH:57]([CH3:58])[C:56]#[C:55][C:52]2[S:51][C:50]([O:49][C:48]3[CH:60]=[CH:61][C:45]([O:38][C:39]4[CH:44]=[CH:43][CH:42]=[CH:41][CH:40]=4)=[CH:46][CH:47]=3)=[N:54][CH:53]=2)[S:7]([C:10]2[CH:11]=[CH:12][C:13]([N+:16]([O-:18])=[O:17])=[CH:14][CH:15]=2)(=[O:9])=[O:8])=[N:2]1, predict the reactants needed to synthesize it. The reactants are: [O:1]1[CH:5]=[CH:4][C:3]([NH:6][S:7]([C:10]2[CH:15]=[CH:14][C:13]([N+:16]([O-:18])=[O:17])=[CH:12][CH:11]=2)(=[O:9])=[O:8])=[N:2]1.C1(P(C2C=CC=CC=2)C2C=CC=CC=2)C=CC=CC=1.[O:38]([C:45]1[CH:61]=[CH:60][C:48]([O:49][C:50]2[S:51][C:52]([C:55]#[C:56][CH:57](O)[CH3:58])=[CH:53][N:54]=2)=[CH:47][CH:46]=1)[C:39]1[CH:44]=[CH:43][CH:42]=[CH:41][CH:40]=1.CCOC(/N=N/C(OCC)=O)=O.